Dataset: Full USPTO retrosynthesis dataset with 1.9M reactions from patents (1976-2016). Task: Predict the reactants needed to synthesize the given product. (1) Given the product [CH:13]1[C:8]([CH:4]2[CH:3]3[NH:7][CH:6]([CH2:1][CH2:2]3)[CH2:5]2)=[CH:9][N:10]=[C:11]([Cl:14])[CH:12]=1, predict the reactants needed to synthesize it. The reactants are: [CH2:1]1[CH:6]2[NH:7][CH:3]([CH:4]([C:8]3[CH:13]=[CH:12][C:11]([Cl:14])=[N:10][CH:9]=3)[CH2:5]2)[CH2:2]1.Cl.Cl.C(N(CC)CC)C. (2) Given the product [CH2:18]([N:17]([CH2:16][C:13]1[CH:14]=[CH:15][C:10]([NH:9][C:7](=[O:8])[C:6]2[CH:5]=[CH:4][C:3]([CH2:2][NH:1][CH2:32][C:28]3[N:27]([CH3:26])[CH:31]=[CH:30][N:29]=3)=[CH:25][CH:24]=2)=[CH:11][CH:12]=1)[CH2:21][CH2:22][CH3:23])[CH2:19][CH3:20], predict the reactants needed to synthesize it. The reactants are: [NH2:1][CH2:2][C:3]1[CH:25]=[CH:24][C:6]([C:7]([NH:9][C:10]2[CH:15]=[CH:14][C:13]([CH2:16][N:17]([CH2:21][CH2:22][CH3:23])[CH2:18][CH2:19][CH3:20])=[CH:12][CH:11]=2)=[O:8])=[CH:5][CH:4]=1.[CH3:26][N:27]1[CH:31]=[CH:30][N:29]=[C:28]1[CH:32]=O.C(OC)(OC)OC.[BH4-].[Na+].